Dataset: Catalyst prediction with 721,799 reactions and 888 catalyst types from USPTO. Task: Predict which catalyst facilitates the given reaction. (1) Reactant: [N:1]1([C:6]2[CH:13]=[CH:12][C:9]([C:10]#[N:11])=[CH:8][CH:7]=2)[CH:5]=[CH:4][CH:3]=[N:2]1.C([N-]C(C)C)(C)C.[Li+].[B:22](OC(C)C)([O:27]C(C)C)[O:23]C(C)C.Cl. Product: [C:10]([C:9]1[CH:12]=[CH:13][C:6]([N:1]2[C:5]([B:22]([OH:27])[OH:23])=[CH:4][CH:3]=[N:2]2)=[CH:7][CH:8]=1)#[N:11]. The catalyst class is: 1. (2) Reactant: [S:1]1[CH:5]=[CH:4][CH:3]=[C:2]1[SH:6].[OH-].[K+].Br[C:10]([CH3:24])([CH3:23])[C:11]([NH:13][C:14]1[CH:18]=[C:17]([C:19]([CH3:22])([CH3:21])[CH3:20])[O:16][N:15]=1)=[O:12]. Product: [C:19]([C:17]1[O:16][N:15]=[C:14]([NH:13][C:11](=[O:12])[C:10]([CH3:23])([S:6][C:2]2[S:1][CH:5]=[CH:4][CH:3]=2)[CH3:24])[CH:18]=1)([CH3:22])([CH3:21])[CH3:20]. The catalyst class is: 8. (3) Reactant: [I:1][C:2]1[CH:7]=[CH:6][C:5]([NH:8][NH:9][C:10](=[O:12])[CH3:11])=[CH:4][CH:3]=1.C(O)(=O)C[C:15](O)=[O:16].P(Cl)(Cl)Cl. Product: [I:1][C:2]1[CH:3]=[CH:4][C:5]([N:8]2[C:15](=[O:16])[CH2:11][C:10](=[O:12])[NH:9]2)=[CH:6][CH:7]=1. The catalyst class is: 6. (4) Reactant: [CH3:1][CH:2]1[CH2:11][C:10]2[C:5](=[CH:6][CH:7]=[C:8]([N+:12]([O-:14])=[O:13])[CH:9]=2)[CH2:4][NH:3]1.[C:15](O[C:15]([O:17][C:18]([CH3:21])([CH3:20])[CH3:19])=[O:16])([O:17][C:18]([CH3:21])([CH3:20])[CH3:19])=[O:16].N1C=CC=CC=1. Product: [CH3:1][CH:2]1[CH2:11][C:10]2[C:5](=[CH:6][CH:7]=[C:8]([N+:12]([O-:14])=[O:13])[CH:9]=2)[CH2:4][N:3]1[C:15]([O:17][C:18]([CH3:21])([CH3:20])[CH3:19])=[O:16]. The catalyst class is: 2.